Dataset: Peptide-MHC class I binding affinity with 185,985 pairs from IEDB/IMGT. Task: Regression. Given a peptide amino acid sequence and an MHC pseudo amino acid sequence, predict their binding affinity value. This is MHC class I binding data. The MHC is HLA-A33:01 with pseudo-sequence HLA-A33:01. The binding affinity (normalized) is 0. The peptide sequence is RAVKFAEESY.